Task: Predict the reaction yield, written as a fraction of the theoretical maximum amount of product (1.0 means a 100% yield; for example, 0.34 means a 34% yield).. Dataset: Reaction yield outcomes from USPTO patents with 853,638 reactions (1) The reactants are C(OC([N:11]1[CH2:16][CH2:15][CH:14]([CH2:17][N:18]([C:29]2[CH:33]=[C:32]([C:34]3[CH:39]=[CH:38][CH:37]=[CH:36][CH:35]=3)[S:31][C:30]=2[C:40]([OH:42])=[O:41])[C:19](=[O:28])[C:20]2[CH:25]=[CH:24][C:23]([Cl:26])=[CH:22][C:21]=2[Cl:27])[CH2:13][CH2:12]1)=O)C1C=CC=CC=1. The catalyst is CO.[Pd]. The product is [Cl:27][C:21]1[CH:22]=[C:23]([Cl:26])[CH:24]=[CH:25][C:20]=1[C:19]([N:18]([CH2:17][CH:14]1[CH2:13][CH2:12][NH:11][CH2:16][CH2:15]1)[C:29]1[CH:33]=[C:32]([C:34]2[CH:35]=[CH:36][CH:37]=[CH:38][CH:39]=2)[S:31][C:30]=1[C:40]([OH:42])=[O:41])=[O:28]. The yield is 0.180. (2) The reactants are [NH:1]1[CH2:6][CH2:5][CH2:4][CH2:3][CH:2]1[C:7]([OH:9])=[O:8].Cl.[C:11]([CH:15]1[CH2:20][CH2:19][CH:18]([O:21][C:22]2[CH:23]=[C:24]3[C:29](=[CH:30][CH:31]=2)[CH:28]=[C:27]([CH:32]=O)[CH:26]=[CH:25]3)[CH2:17][CH2:16]1)([CH3:14])([CH3:13])[CH3:12].ClCCCl.C(O)(=O)C.C(O[BH-](OC(=O)C)OC(=O)C)(=O)C.[Na+]. No catalyst specified. The product is [C:11]([CH:15]1[CH2:20][CH2:19][CH:18]([O:21][C:22]2[CH:23]=[C:24]3[C:29](=[CH:30][CH:31]=2)[CH:28]=[C:27]([CH2:32][N:1]2[CH2:6][CH2:5][CH2:4][CH2:3][CH:2]2[C:7]([OH:9])=[O:8])[CH:26]=[CH:25]3)[CH2:17][CH2:16]1)([CH3:14])([CH3:13])[CH3:12]. The yield is 0.00800. (3) The reactants are [C:1]1([N:7]([C:14]2[CH:21]=[CH:20][C:17]([CH2:18][OH:19])=[CH:16][CH:15]=2)[C:8]2[CH:13]=[CH:12][CH:11]=[CH:10][CH:9]=2)[CH:6]=[CH:5][CH:4]=[CH:3][CH:2]=1.N1C=CC=CC=1.[C:28](OC(=O)C)(=[O:30])[CH3:29]. The catalyst is O. The product is [C:28]([O:19][CH2:18][C:17]1[CH:20]=[CH:21][C:14]([N:7]([C:1]2[CH:6]=[CH:5][CH:4]=[CH:3][CH:2]=2)[C:8]2[CH:13]=[CH:12][CH:11]=[CH:10][CH:9]=2)=[CH:15][CH:16]=1)(=[O:30])[CH3:29]. The yield is 0.950. (4) The reactants are [Br:1][C:2]1[C:10]2[NH:9][N:8]=[CH:7][C:6]=2[C:5]2[CH2:11][N:12]([CH2:21][CH:22]3[CH2:24][CH2:23]3)[C:13](=[O:20])[C@H:14]([CH2:16][C:17]([OH:19])=O)[CH2:15][C:4]=2[CH:3]=1.Cl.[NH:26]1[CH2:31][CH2:30][CH:29]([C:32]2[C:33](=[O:42])[NH:34][C:35]3[C:40]([CH:41]=2)=[CH:39][CH:38]=[CH:37][CH:36]=3)[CH2:28][CH2:27]1.ClC1C2NN=CC=2C2CN(CC(C)(C)C)C(=O)[C@@H](CC(=O)N3CCC(N4CC5C(=CC=CC=5)NC4=O)CC3)CC=2C=1. No catalyst specified. The product is [Br:1][C:2]1[C:10]2[NH:9][N:8]=[CH:7][C:6]=2[C:5]2[CH2:11][N:12]([CH2:21][CH:22]3[CH2:24][CH2:23]3)[C:13](=[O:20])[C@H:14]([CH2:16][C:17](=[O:19])[N:26]3[CH2:27][CH2:28][CH:29]([C:32]4[C:33](=[O:42])[NH:34][C:35]5[C:40]([CH:41]=4)=[CH:39][CH:38]=[CH:37][CH:36]=5)[CH2:30][CH2:31]3)[CH2:15][C:4]=2[CH:3]=1. The yield is 0.320. (5) The reactants are Br[CH2:2][C:3]1[CH:12]=[C:11]2[C:6]([CH2:7][O:8][C:9]2=[O:10])=[CH:5][CH:4]=1.[OH-].[Ca+2].[OH-].[H][H]. The catalyst is CO.O1CCOCC1.[Pd]. The product is [CH3:2][C:3]1[CH:12]=[C:11]2[C:6]([CH2:7][O:8][C:9]2=[O:10])=[CH:5][CH:4]=1. The yield is 0.960. (6) The reactants are [CH3:1][C:2]1([CH3:9])[NH:7][CH2:6][CH2:5][NH:4][C:3]1=[O:8].[CH3:10][C:11]([O:14][C:15](O[C:15]([O:14][C:11]([CH3:13])([CH3:12])[CH3:10])=[O:16])=[O:16])([CH3:13])[CH3:12]. The catalyst is C1COCC1. The product is [CH3:1][C:2]1([CH3:9])[C:3](=[O:8])[NH:4][CH2:5][CH2:6][N:7]1[C:15]([O:14][C:11]([CH3:13])([CH3:12])[CH3:10])=[O:16]. The yield is 0.470. (7) The reactants are [CH3:1][N:2]([CH3:35])[C:3]([C:5]1[CH:10]=[CH:9][C:8]([N:11]2[C:20]3[C:15](=[N:16][CH:17]=[C:18]([CH2:21][C:22]4[CH:27]=[CH:26][C:25]([F:28])=[CH:24][CH:23]=4)[CH:19]=3)[C:14]([OH:29])=[C:13]([C:30](OC)=[O:31])[C:12]2=[O:34])=[CH:7][CH:6]=1)=[O:4].[NH2:36][CH2:37][CH2:38][NH:39][C:40](=[O:42])[CH3:41]. The catalyst is CO. The product is [C:40]([NH:39][CH2:38][CH2:37][NH:36][C:30]([C:13]1[C:12](=[O:34])[N:11]([C:8]2[CH:9]=[CH:10][C:5]([C:3]([N:2]([CH3:35])[CH3:1])=[O:4])=[CH:6][CH:7]=2)[C:20]2[C:15]([C:14]=1[OH:29])=[N:16][CH:17]=[C:18]([CH2:21][C:22]1[CH:27]=[CH:26][C:25]([F:28])=[CH:24][CH:23]=1)[CH:19]=2)=[O:31])(=[O:42])[CH3:41]. The yield is 0.540.